Dataset: Forward reaction prediction with 1.9M reactions from USPTO patents (1976-2016). Task: Predict the product of the given reaction. (1) Given the reactants [Si]([C:5]#[N:6])(C)(C)C.[NH2:7][C:8]1[CH:17]=[CH:16][C:11]([C:12]([NH:14][CH3:15])=[O:13])=[C:10]([F:18])[CH:9]=1.[C:19]1(=O)[CH2:22][CH2:21][CH2:20]1, predict the reaction product. The product is: [C:5]([C:19]1([NH:7][C:8]2[CH:17]=[CH:16][C:11]([C:12]([NH:14][CH3:15])=[O:13])=[C:10]([F:18])[CH:9]=2)[CH2:22][CH2:21][CH2:20]1)#[N:6]. (2) Given the reactants C1(C2C=CC([CH:13]([NH:23][C:24]([NH:26][C:27]3[CH:32]=[CH:31][C:30]([S:33][C:34]([F:37])([F:36])[F:35])=[CH:29][CH:28]=3)=[O:25])[C:14]3[CH:22]=[CH:21][C:17]([C:18]([OH:20])=O)=[CH:16][CH:15]=3)=CC=2)CCCCC1.[CH:38]1[CH:43]=N[C:41]2N(O)N=N[C:40]=2[CH:39]=1.CCN=C=N[CH2:53][CH2:54][CH2:55]N(C)C.Cl.[CH3:60][O:61][C:62](=[O:67])[C@H:63]([OH:66])[CH2:64][NH2:65].[CH:68](N(C(C)C)CC)([CH3:70])[CH3:69].[CH3:77]N(C=O)C, predict the reaction product. The product is: [CH3:60][O:61][C:62](=[O:67])[C@H:63]([OH:66])[CH2:64][NH:65][C:18](=[O:20])[C:17]1[CH:21]=[CH:22][C:14]([CH2:13][N:23]([C:38]2[CH:43]=[CH:77][C:41]([CH:53]3[CH2:54][CH2:55][CH2:70][CH2:68][CH2:69]3)=[CH:40][CH:39]=2)[C:24]([NH:26][C:27]2[CH:32]=[CH:31][C:30]([S:33][C:34]([F:36])([F:35])[F:37])=[CH:29][CH:28]=2)=[O:25])=[CH:15][CH:16]=1.